This data is from Forward reaction prediction with 1.9M reactions from USPTO patents (1976-2016). The task is: Predict the product of the given reaction. (1) Given the reactants [NH2:1][C:2]1[CH:21]=[CH:20][C:19]([CH3:22])=[CH:18][C:3]=1[O:4][CH2:5][C@H:6]([NH:10][C:11]([O:13][C:14]([CH3:17])([CH3:16])[CH3:15])=[O:12])[C:7](O)=[O:8].CCN=C=NCCCN(C)C, predict the reaction product. The product is: [CH3:22][C:19]1[CH:20]=[CH:21][C:2]2[NH:1][C:7](=[O:8])[C@@H:6]([NH:10][C:11](=[O:12])[O:13][C:14]([CH3:17])([CH3:16])[CH3:15])[CH2:5][O:4][C:3]=2[CH:18]=1. (2) Given the reactants [C:1]([C:3]1[CH:4]=[C:5]([CH:26]=[CH:27][C:28]=1[O:29][CH:30]([CH3:32])[CH3:31])[CH2:6][O:7][C:8]1[CH:16]=[CH:15][C:14]2[NH:13][C:12]3[CH:17]([CH2:20][C:21]([O:23]CC)=[O:22])[CH2:18][CH2:19][C:11]=3[C:10]=2[CH:9]=1)#[N:2].[Li+].[OH-].Cl, predict the reaction product. The product is: [C:1]([C:3]1[CH:4]=[C:5]([CH:26]=[CH:27][C:28]=1[O:29][CH:30]([CH3:32])[CH3:31])[CH2:6][O:7][C:8]1[CH:16]=[CH:15][C:14]2[NH:13][C:12]3[CH:17]([CH2:20][C:21]([OH:23])=[O:22])[CH2:18][CH2:19][C:11]=3[C:10]=2[CH:9]=1)#[N:2]. (3) Given the reactants [C:1]([N:12]1[C@@H:16]([CH3:17])[C:15](=[O:18])OC1=O)(=[O:11])[CH2:2][CH2:3][CH2:4][CH2:5][CH2:6][CH2:7][CH2:8][CH2:9][CH3:10].[C:20]1([CH3:29])[CH:25]=[CH:24][C:23]([C@@H:26]([NH2:28])[CH3:27])=[CH:22][CH:21]=1.CN1CCOCC1, predict the reaction product. The product is: [C:20]1([CH3:29])[CH:25]=[CH:24][C:23]([C@@H:26]([NH:28][C:15](=[O:18])[C@H:16]([CH3:17])[NH:12][C:1](=[O:11])[CH2:2][CH2:3][CH2:4][CH2:5][CH2:6][CH2:7][CH2:8][CH2:9][CH3:10])[CH3:27])=[CH:22][CH:21]=1. (4) Given the reactants [Cl:1][C:2]1[CH:7]=[CH:6][C:5]([CH2:8][CH2:9][C:10]([O:12]C)=[O:11])=[CH:4][C:3]=1[NH:14][C:15](=[O:49])[CH2:16][C@H:17]1[O:23][C@H:22]([C:24]2[CH:29]=[CH:28][CH:27]=[C:26]([O:30][CH3:31])[C:25]=2[O:32][CH3:33])[C:21]2[CH:34]=[C:35]([Cl:38])[CH:36]=[CH:37][C:20]=2[N:19]([CH2:39][C:40]([CH3:47])([CH3:46])[CH2:41][O:42]C(=O)C)[C:18]1=[O:48].[OH-].[Na+].C(O)C, predict the reaction product. The product is: [Cl:1][C:2]1[CH:7]=[CH:6][C:5]([CH2:8][CH2:9][C:10]([OH:12])=[O:11])=[CH:4][C:3]=1[NH:14][C:15](=[O:49])[CH2:16][C@H:17]1[O:23][C@H:22]([C:24]2[CH:29]=[CH:28][CH:27]=[C:26]([O:30][CH3:31])[C:25]=2[O:32][CH3:33])[C:21]2[CH:34]=[C:35]([Cl:38])[CH:36]=[CH:37][C:20]=2[N:19]([CH2:39][C:40]([CH3:46])([CH3:47])[CH2:41][OH:42])[C:18]1=[O:48]. (5) Given the reactants FC(F)(F)C(O)=O.C(OC(=O)[NH:14][C:15]1[CH:20]=[CH:19][CH:18]=[C:17]([NH:21][CH2:22][CH2:23][CH2:24][CH2:25][CH2:26][C:27]2[CH:32]=[CH:31][CH:30]=[CH:29][CH:28]=2)[CH:16]=1)(C)(C)C, predict the reaction product. The product is: [C:27]1([CH2:26][CH2:25][CH2:24][CH2:23][CH2:22][NH:21][C:17]2[CH:18]=[CH:19][CH:20]=[C:15]([NH2:14])[CH:16]=2)[CH:32]=[CH:31][CH:30]=[CH:29][CH:28]=1.